This data is from Catalyst prediction with 721,799 reactions and 888 catalyst types from USPTO. The task is: Predict which catalyst facilitates the given reaction. (1) Reactant: [NH2:1][C@@H:2]1[CH2:7][CH2:6][CH2:5][CH2:4][C@@H:3]1[NH2:8].Cl[CH2:10][C:11](O)=[O:12].C(=O)([O-])[O-].[K+].[K+]. Product: [NH:1]1[C@@H:2]2[C@@H:3]([CH2:4][CH2:5][CH2:6][CH2:7]2)[NH:8][CH2:10][C:11]1=[O:12]. The catalyst class is: 6. (2) The catalyst class is: 1. Reactant: [CH2:1]([CH:3]([C:6]1[C:7]2[N:8]([C:13]([C:17]3[N:21]4[CH:22]=[CH:23][CH:24]=[C:25]([CH2:26][OH:27])[C:20]4=[N:19][C:18]=3[CH3:28])=[C:14]([CH3:16])[N:15]=2)[N:9]=[C:10]([CH3:12])[CH:11]=1)[CH2:4][CH3:5])[CH3:2].[H-].[Na+].[CH3:31]I. Product: [CH2:1]([CH:3]([C:6]1[C:7]2[N:8]([C:13]([C:17]3[N:21]4[CH:22]=[CH:23][CH:24]=[C:25]([CH2:26][O:27][CH3:31])[C:20]4=[N:19][C:18]=3[CH3:28])=[C:14]([CH3:16])[N:15]=2)[N:9]=[C:10]([CH3:12])[CH:11]=1)[CH2:4][CH3:5])[CH3:2].